Dataset: Reaction yield outcomes from USPTO patents with 853,638 reactions. Task: Predict the reaction yield, written as a fraction of the theoretical maximum amount of product (1.0 means a 100% yield; for example, 0.34 means a 34% yield). (1) The reactants are C[O:2][C:3]([C:5]1[CH:10]=[CH:9][C:8]([N:11]2[CH2:14][C:13]([F:16])([F:15])[CH2:12]2)=[C:7]([O:17][CH2:18][CH2:19][O:20][CH3:21])[N:6]=1)=[O:4].O.[OH-].[Li+]. The catalyst is C1COCC1.O. The product is [F:16][C:13]1([F:15])[CH2:14][N:11]([C:8]2[CH:9]=[CH:10][C:5]([C:3]([OH:4])=[O:2])=[N:6][C:7]=2[O:17][CH2:18][CH2:19][O:20][CH3:21])[CH2:12]1. The yield is 0.840. (2) The reactants are [F:1][C:2]1[CH:10]=[C:6]([C:7]([OH:9])=[O:8])[C:5]([NH2:11])=[CH:4][CH:3]=1.Cl[C:13](Cl)([O:15]C(=O)OC(Cl)(Cl)Cl)Cl. The catalyst is C1COCC1. The product is [F:1][C:2]1[CH:10]=[C:6]2[C:7]([O:9][C:13](=[O:15])[NH:11][C:5]2=[CH:4][CH:3]=1)=[O:8]. The yield is 0.790. (3) The reactants are Cl.[Cl:2][C:3]1[CH:4]=[C:5]([C:10]23[CH2:15][CH:14]2[CH2:13][NH:12][CH2:11]3)[CH:6]=[CH:7][C:8]=1[Cl:9].ICC.CCN(C(C)C)[CH:22]([CH3:24])[CH3:23]. The catalyst is CN(C=O)C. The product is [Cl:2][C:3]1[CH:4]=[C:5]([C:10]23[CH2:15][CH:14]2[CH2:13][N:12]([CH:22]([CH3:24])[CH3:23])[CH2:11]3)[CH:6]=[CH:7][C:8]=1[Cl:9]. The yield is 0.490.